This data is from Catalyst prediction with 721,799 reactions and 888 catalyst types from USPTO. The task is: Predict which catalyst facilitates the given reaction. (1) Reactant: [C:1]([O:4][C:5]1[C:6](=[CH:10][CH:11]=[CH:12][CH:13]=1)[C:7]([OH:9])=O)(=[O:3])[CH3:2].ClC(OCC)=O.Cl.[CH2:21]([O:41][CH:42]([CH2:49][CH3:50])[C:43]([O:45][CH2:46][CH2:47][NH2:48])=[O:44])[CH2:22][CH2:23][CH2:24]/[CH:25]=[CH:26]\[CH2:27]/[CH:28]=[CH:29]\[CH2:30]/[CH:31]=[CH:32]\[CH2:33]/[CH:34]=[CH:35]\[CH2:36]/[CH:37]=[CH:38]\[CH2:39][CH3:40]. Product: [CH2:21]([O:41][CH:42]([CH2:49][CH3:50])[C:43]([O:45][CH2:46][CH2:47][NH:48][C:7](=[O:9])[C:6]1[CH:10]=[CH:11][CH:12]=[CH:13][C:5]=1[O:4][C:1](=[O:3])[CH3:2])=[O:44])[CH2:22][CH2:23][CH2:24]/[CH:25]=[CH:26]\[CH2:27]/[CH:28]=[CH:29]\[CH2:30]/[CH:31]=[CH:32]\[CH2:33]/[CH:34]=[CH:35]\[CH2:36]/[CH:37]=[CH:38]\[CH2:39][CH3:40]. The catalyst class is: 34. (2) Reactant: [CH3:1][N:2]([CH3:19])[C:3]([C:5]1[S:9][C:8]([C:10]2[CH:18]=[CH:17][C:13]([C:14]([OH:16])=O)=[CH:12][CH:11]=2)=[CH:7][CH:6]=1)=[O:4].CCN=C=NCCCN(C)C.Cl.C1C=CC2N(O)N=NC=2C=1.CCN(C(C)C)C(C)C.[NH:51]1[CH2:55][CH2:54][CH2:53][C@H:52]1[CH2:56][N:57]1[CH2:61][CH2:60][CH2:59][CH2:58]1. Product: [CH3:19][N:2]([CH3:1])[C:3]([C:5]1[S:9][C:8]([C:10]2[CH:11]=[CH:12][C:13]([C:14]([N:51]3[CH2:55][CH2:54][CH2:53][C@H:52]3[CH2:56][N:57]3[CH2:61][CH2:60][CH2:59][CH2:58]3)=[O:16])=[CH:17][CH:18]=2)=[CH:7][CH:6]=1)=[O:4]. The catalyst class is: 174. (3) Reactant: [C:1]1([S:7][C:8]2[C:9]([NH:24][C:25]3[S:29][N:28]=[C:27]([CH:30]4[CH2:35][CH2:34][N:33](C(OC(C)(C)C)=O)[CH2:32][CH2:31]4)[N:26]=3)=[N:10][CH:11]=[C:12]([S:14][C:15]3[CH:20]=[CH:19][N:18]=[C:17]4[CH:21]=[CH:22][S:23][C:16]=34)[CH:13]=2)[CH:6]=[CH:5][CH:4]=[CH:3][CH:2]=1.CO.[ClH:45]. Product: [ClH:45].[ClH:45].[C:1]1([S:7][C:8]2[C:9]([NH:24][C:25]3[S:29][N:28]=[C:27]([CH:30]4[CH2:35][CH2:34][NH:33][CH2:32][CH2:31]4)[N:26]=3)=[N:10][CH:11]=[C:12]([S:14][C:15]3[CH:20]=[CH:19][N:18]=[C:17]4[CH:21]=[CH:22][S:23][C:16]=34)[CH:13]=2)[CH:2]=[CH:3][CH:4]=[CH:5][CH:6]=1. The catalyst class is: 135. (4) Reactant: [NH2:1][C:2](=[O:35])[C@H:3]([NH:24][S:25]([C:28]1[CH:33]=[CH:32][C:31]([CH3:34])=[CH:30][CH:29]=1)(=[O:27])=[O:26])[CH2:4][C:5]1[N:6]=[N:7][N:8]([C@@H:10]2[CH2:19][CH2:18][CH2:17][C:16]3[CH:15]=[C:14]([C:20]([O:22]C)=[O:21])[CH:13]=[CH:12][C:11]2=3)[CH:9]=1.[Li+].[OH-]. Product: [NH2:1][C:2](=[O:35])[C@H:3]([NH:24][S:25]([C:28]1[CH:29]=[CH:30][C:31]([CH3:34])=[CH:32][CH:33]=1)(=[O:27])=[O:26])[CH2:4][C:5]1[N:6]=[N:7][N:8]([C@@H:10]2[CH2:19][CH2:18][CH2:17][C:16]3[CH:15]=[C:14]([C:20]([OH:22])=[O:21])[CH:13]=[CH:12][C:11]2=3)[CH:9]=1. The catalyst class is: 1. (5) Reactant: [F:1][C:2]([F:11])([F:10])[C:3]1[CH:8]=[CH:7][N:6]=[C:5]([NH2:9])[CH:4]=1.C(N(C(C)C)C(C)C)C.[CH2:21]([O:23][C:24]1[C:25]([I:34])=[CH:26][C:27]([F:33])=[C:28]([CH:32]=1)[C:29](Cl)=[O:30])[CH3:22]. Product: [CH2:21]([O:23][C:24]1[C:25]([I:34])=[CH:26][C:27]([F:33])=[C:28]([CH:32]=1)[C:29]([NH:9][C:5]1[CH:4]=[C:3]([C:2]([F:1])([F:10])[F:11])[CH:8]=[CH:7][N:6]=1)=[O:30])[CH3:22]. The catalyst class is: 630. (6) Reactant: [OH:1][C@H:2]1[CH2:7][CH2:6][C@H:5]([NH:8][C:9]2[CH:17]=[CH:16][C:15]([N+:18]([O-:20])=[O:19])=[CH:14][C:10]=2[C:11]([OH:13])=O)[CH2:4][CH2:3]1.ON1C2C=CC=CC=2N=N1.[CH2:31]([NH2:38])[C:32]1[CH:37]=[CH:36][CH:35]=[CH:34][CH:33]=1.Cl.CN(C)CCCN=C=NCC. Product: [CH2:31]([NH:38][C:11](=[O:13])[C:10]1[CH:14]=[C:15]([N+:18]([O-:20])=[O:19])[CH:16]=[CH:17][C:9]=1[NH:8][C@H:5]1[CH2:4][CH2:3][C@H:2]([OH:1])[CH2:7][CH2:6]1)[C:32]1[CH:37]=[CH:36][CH:35]=[CH:34][CH:33]=1. The catalyst class is: 42. (7) Reactant: [CH3:1][C:2]1[CH:16]=[CH:15][C:5]([C:6]([NH:8][CH:9](O)[C:10]([F:13])([F:12])[F:11])=[O:7])=[CH:4][CH:3]=1.N1C=CC=CC=1.S(Cl)([Cl:25])=O. Product: [Cl:25][CH:9]([NH:8][C:6](=[O:7])[C:5]1[CH:15]=[CH:16][C:2]([CH3:1])=[CH:3][CH:4]=1)[C:10]([F:13])([F:12])[F:11]. The catalyst class is: 2.